From a dataset of Full USPTO retrosynthesis dataset with 1.9M reactions from patents (1976-2016). Predict the reactants needed to synthesize the given product. (1) Given the product [CH2:11]([O:10][C:8](=[O:9])[CH2:7][CH:4]1[CH2:5][CH2:6][N:1]([CH2:26][C:23]2[CH:24]=[CH:25][N:21]([C:18]3[CH:19]=[CH:20][C:15]([C:14]([F:29])([F:13])[F:28])=[CH:16][CH:17]=3)[CH:22]=2)[CH2:2][CH2:3]1)[CH3:12], predict the reactants needed to synthesize it. The reactants are: [NH:1]1[CH2:6][CH2:5][CH:4]([CH2:7][C:8]([O:10][CH2:11][CH3:12])=[O:9])[CH2:3][CH2:2]1.[F:13][C:14]([F:29])([F:28])[C:15]1[CH:20]=[CH:19][C:18]([N:21]2[CH:25]=[CH:24][C:23]([CH:26]=O)=[CH:22]2)=[CH:17][CH:16]=1.C(O[BH-](OC(=O)C)OC(=O)C)(=O)C.[Na+]. (2) Given the product [NH2:12][C:6]1[N:7]=[C:8]([NH2:11])[CH:9]=[CH:10][C:5]=1[C:4]([NH:64][CH2:63][C:61]1[S:62][C:58]([O:51][C:52]2[CH:53]=[CH:54][CH:55]=[CH:56][CH:57]=2)=[CH:59][CH:60]=1)=[O:13], predict the reactants needed to synthesize it. The reactants are: C(O[C:4](=[O:13])[C:5]1[CH:10]=[CH:9][C:8]([NH2:11])=[N:7][C:6]=1[NH2:12])C.[OH-].[Na+].Cl.C(N(CC)CC)C.F[P-](F)(F)(F)(F)F.N1(O[P+](N(C)C)(N(C)C)N(C)C)C2C=CC=CC=2N=N1.[O:51]([C:58]1[S:62][C:61]([CH2:63][NH2:64])=[CH:60][CH:59]=1)[C:52]1[CH:57]=[CH:56][CH:55]=[CH:54][CH:53]=1. (3) Given the product [ClH:22].[CH3:21][C:2]([OH:1])([CH3:20])[CH2:3][N:4]1[CH2:5][CH2:6][NH:7][CH2:8][CH2:9]1, predict the reactants needed to synthesize it. The reactants are: [OH:1][C:2]([CH3:21])([CH3:20])[CH2:3][N:4]1[CH2:9][CH2:8][N:7](C(OCC2C=CC=CC=2)=O)[CH2:6][CH2:5]1.[ClH:22].O1CCOCC1. (4) Given the product [CH:1]1([N:7]2[C:11]([CH2:12][O:13][CH3:14])=[C:10]([C:15]3[O:17][N:18]=[C:19]([C:20]4[CH:29]=[C:28]5[C:23]([CH2:24][CH2:25][N:26]([CH2:30][CH2:31][C:32]([O:34][C:35]([CH3:38])([CH3:37])[CH3:36])=[O:33])[CH2:27]5)=[CH:22][CH:21]=4)[N:39]=3)[CH:9]=[N:8]2)[CH2:2][CH2:3][CH2:4][CH2:5][CH2:6]1, predict the reactants needed to synthesize it. The reactants are: [CH:1]1([N:7]2[C:11]([CH2:12][O:13][CH3:14])=[C:10]([C:15]([OH:17])=O)[CH:9]=[N:8]2)[CH2:6][CH2:5][CH2:4][CH2:3][CH2:2]1.[NH2:18][C:19](=[N:39]O)[C:20]1[CH:29]=[C:28]2[C:23]([CH2:24][CH2:25][N:26]([CH2:30][CH2:31][C:32]([O:34][C:35]([CH3:38])([CH3:37])[CH3:36])=[O:33])[CH2:27]2)=[CH:22][CH:21]=1.Cl.C(N=C=NCCCN(C)C)C.N1C=CC=CC=1. (5) Given the product [Cl:80][C:81]([Cl:85])([Cl:84])[C:82](=[NH:83])[O:47][CH:46]1[O:48][C@H:49]([CH2:70][O:71][C:72](=[O:79])[C:73]2[CH:74]=[CH:75][CH:76]=[CH:77][CH:78]=2)[C@@H:50]([O:61][C:62](=[O:69])[C:63]2[CH:64]=[CH:65][CH:66]=[CH:67][CH:68]=2)[C@H:51]([O:52][C:53](=[O:60])[C:54]2[CH:55]=[CH:56][CH:57]=[CH:58][CH:59]=2)[C@@H:45]1[O:44][C@H:11]1[O:12][C@H:13]([CH2:34][O:35][C:36](=[O:43])[C:37]2[CH:42]=[CH:41][CH:40]=[CH:39][CH:38]=2)[C@@H:14]([O:25][C:26](=[O:33])[C:27]2[CH:28]=[CH:29][CH:30]=[CH:31][CH:32]=2)[C@H:15]([O:16][C:17](=[O:24])[C:18]2[CH:23]=[CH:22][CH:21]=[CH:20][CH:19]=2)[C@@H:10]1[O:9][C:1](=[O:8])[C:2]1[CH:3]=[CH:4][CH:5]=[CH:6][CH:7]=1, predict the reactants needed to synthesize it. The reactants are: [C:1]([O:9][C@H:10]1[C@@H:15]([O:16][C:17](=[O:24])[C:18]2[CH:23]=[CH:22][CH:21]=[CH:20][CH:19]=2)[C@H:14]([O:25][C:26](=[O:33])[C:27]2[CH:32]=[CH:31][CH:30]=[CH:29][CH:28]=2)[C@@H:13]([CH2:34][O:35][C:36](=[O:43])[C:37]2[CH:42]=[CH:41][CH:40]=[CH:39][CH:38]=2)[O:12][C@@H:11]1[O:44][C@H:45]1[C@@H:51]([O:52][C:53](=[O:60])[C:54]2[CH:59]=[CH:58][CH:57]=[CH:56][CH:55]=2)[C@H:50]([O:61][C:62](=[O:69])[C:63]2[CH:68]=[CH:67][CH:66]=[CH:65][CH:64]=2)[C@@H:49]([CH2:70][O:71][C:72](=[O:79])[C:73]2[CH:78]=[CH:77][CH:76]=[CH:75][CH:74]=2)[O:48][CH:46]1[OH:47])(=[O:8])[C:2]1[CH:7]=[CH:6][CH:5]=[CH:4][CH:3]=1.[Cl:80][C:81]([Cl:85])([Cl:84])[C:82]#[N:83].CCCCCC.CCOC(C)=O. (6) Given the product [Cl:1][C:2]1[C:7]2[C:8]([C:25]#[C:24][C:26]3[CH:27]=[C:28]([O:34][CH3:35])[CH:29]=[C:30]([O:32][CH3:33])[CH:31]=3)=[CH:9][N:10]([C@H:11]3[CH2:15][CH2:14][N:13]([C:16]([O:18][C:19]([CH3:22])([CH3:21])[CH3:20])=[O:17])[CH2:12]3)[C:6]=2[CH:5]=[CH:4][N:3]=1, predict the reactants needed to synthesize it. The reactants are: [Cl:1][C:2]1[C:7]2[C:8](I)=[CH:9][N:10]([C@H:11]3[CH2:15][CH2:14][N:13]([C:16]([O:18][C:19]([CH3:22])([CH3:21])[CH3:20])=[O:17])[CH2:12]3)[C:6]=2[CH:5]=[CH:4][N:3]=1.[C:24]([C:26]1[CH:31]=[C:30]([O:32][CH3:33])[CH:29]=[C:28]([O:34][CH3:35])[CH:27]=1)#[CH:25].C(N(CC)CC)C.C(OCC)(=O)C. (7) Given the product [CH3:13][N:14]1[CH2:19][CH2:18][N:17]([C:8]([C:7]2[CH:11]=[CH:12][C:4]([N+:1]([O-:3])=[O:2])=[CH:5][CH:6]=2)=[O:9])[CH2:16][CH2:15]1, predict the reactants needed to synthesize it. The reactants are: [N+:1]([C:4]1[CH:12]=[CH:11][C:7]([C:8](Cl)=[O:9])=[CH:6][CH:5]=1)([O-:3])=[O:2].[CH3:13][N:14]1[CH2:19][CH2:18][NH:17][CH2:16][CH2:15]1. (8) Given the product [NH2:27][C:25]1[CH:24]=[CH:23][N:22]=[C:21]([NH:20][C:8]2[C:7]([Cl:6])=[CH:12][N:11]=[C:10]([NH:13][C:14]3[CH:15]=[N:16][N:17]([CH3:19])[CH:18]=3)[N:9]=2)[CH:26]=1, predict the reactants needed to synthesize it. The reactants are: C(Cl)(=O)C=C.[Cl:6][C:7]1[C:8]([NH:20][C:21]2[CH:26]=[C:25]([NH:27]C(=O)C=C)[CH:24]=[CH:23][N:22]=2)=[N:9][C:10]([NH:13][C:14]2[CH:15]=[N:16][N:17]([CH3:19])[CH:18]=2)=[N:11][CH:12]=1. (9) Given the product [CH3:22][C:17]1[S:16][C:15]2[N:8]=[C:7]([C:6]3[CH:9]=[CH:10][CH:11]=[C:4]([O:3][C:2]([F:12])([F:13])[F:1])[CH:5]=3)[N:21]=[C:20]([NH2:23])[C:19]=2[CH:18]=1, predict the reactants needed to synthesize it. The reactants are: [F:1][C:2]([F:13])([F:12])[O:3][C:4]1[CH:5]=[C:6]([CH:9]=[CH:10][CH:11]=1)[C:7]#[N:8].N[C:15]1[S:16][C:17]([CH3:22])=[CH:18][C:19]=1[C:20]#[N:21].[NH2:23]C1SC=CC=1C#N.